This data is from HIV replication inhibition screening data with 41,000+ compounds from the AIDS Antiviral Screen. The task is: Binary Classification. Given a drug SMILES string, predict its activity (active/inactive) in a high-throughput screening assay against a specified biological target. (1) The drug is CC(=NN)C(CN(C)C)C(c1ccccc1)c1c(O)c2ccccc2oc1=O.Cl. The result is 0 (inactive). (2) The compound is CCC1=C(C(C)=O)C2CCCCC(C(=O)OC)C2C1=O. The result is 0 (inactive). (3) The compound is COC(=O)N(C)C(C#N)CCc1ccccc1. The result is 0 (inactive). (4) The drug is Cn1c(=O)c2c(nc(NN=Cc3cccc(Br)c3)n2C)n(C)c1=O. The result is 0 (inactive). (5) The molecule is CN1CC(=Cc2cccs2)C2=NN(C)C(c3cccs3)C2C1. The result is 0 (inactive).